This data is from NCI-60 drug combinations with 297,098 pairs across 59 cell lines. The task is: Regression. Given two drug SMILES strings and cell line genomic features, predict the synergy score measuring deviation from expected non-interaction effect. Drug 1: CS(=O)(=O)OCCCCOS(=O)(=O)C. Drug 2: C1C(C(OC1N2C=NC(=NC2=O)N)CO)O. Cell line: M14. Synergy scores: CSS=14.9, Synergy_ZIP=-4.95, Synergy_Bliss=-1.36, Synergy_Loewe=0.668, Synergy_HSA=0.695.